From a dataset of Full USPTO retrosynthesis dataset with 1.9M reactions from patents (1976-2016). Predict the reactants needed to synthesize the given product. (1) Given the product [CH3:20][O:19][C:12]1[CH:13]=[CH:14][CH:15]=[C:16]([O:17][CH3:18])[C:11]=1[CH:2]1[N:1]([CH2:24][C:23]2[CH:26]=[CH:27][CH:28]=[C:29]([C:30]3[CH:35]=[CH:34][CH:33]=[CH:32][N:31]=3)[C:22]=2[F:21])[C:7](=[O:9])[CH2:6][CH2:5][CH2:4][CH2:3]1, predict the reactants needed to synthesize it. The reactants are: [NH2:1][CH:2]([C:11]1[C:16]([O:17][CH3:18])=[CH:15][CH:14]=[CH:13][C:12]=1[O:19][CH3:20])[CH2:3][CH2:4][CH2:5][CH2:6][C:7]([O:9]C)=O.[F:21][C:22]1[C:29]([C:30]2[CH:35]=[CH:34][CH:33]=[CH:32][N:31]=2)=[CH:28][CH:27]=[CH:26][C:23]=1[CH:24]=O. (2) Given the product [F:36][C:37]1[CH:42]=[C:41]([F:43])[CH:40]=[CH:39][C:38]=1[C@@H:44]([N:50]1[C@H:51]([CH2:52][CH:53]([CH3:55])[CH3:54])[C:6](=[O:7])[NH:8][C@H:9]([CH:13]2[CH2:14][C:15]3[C:20](=[CH:19][CH:18]=[CH:17][CH:16]=3)[CH2:21]2)[C:10]1=[O:12])[C:45]([N:47]([CH3:48])[CH3:49])=[O:46], predict the reactants needed to synthesize it. The reactants are: C(O[C:6]([NH:8][C@H:9]([CH:13]1[CH2:21][C:20]2[C:15](=[CH:16][CH:17]=[CH:18][CH:19]=2)[CH2:14]1)[C:10]([OH:12])=O)=[O:7])(C)(C)C.CN1CCOCC1.C(OC(Cl)=O)(C)C.[F:36][C:37]1[CH:42]=[C:41]([F:43])[CH:40]=[CH:39][C:38]=1[CH:44]([NH:50][C@H:51](C(O)=O)[CH2:52][CH:53]([CH3:55])[CH3:54])[C:45]([N:47]([CH3:49])[CH3:48])=[O:46].